This data is from Reaction yield outcomes from USPTO patents with 853,638 reactions. The task is: Predict the reaction yield, written as a fraction of the theoretical maximum amount of product (1.0 means a 100% yield; for example, 0.34 means a 34% yield). (1) The reactants are [CH3:1][C:2]1([CH3:22])[CH:6]([C:7]2[CH:12]=[CH:11][C:10]([CH3:13])=[CH:9][CH:8]=2)[C:5]2[C:14]([CH3:21])=[C:15]([NH2:20])[C:16]([CH3:19])=[C:17]([CH3:18])[C:4]=2[O:3]1.Cl[CH2:24][C:25]1[CH:30]=[C:29]([O:31][CH3:32])[C:28]([O:33][CH3:34])=[CH:27][C:26]=1[CH2:35]Cl.C(=O)([O-])[O-].[Na+].[Na+]. The catalyst is O1CCCC1.[I-].C([N+](CCCC)(CCCC)CCCC)CCC. The product is [CH3:34][O:33][C:28]1[CH:27]=[C:26]2[C:25](=[CH:30][C:29]=1[O:31][CH3:32])[CH2:24][N:20]([C:15]1[C:16]([CH3:19])=[C:17]([CH3:18])[C:4]3[O:3][C:2]([CH3:22])([CH3:1])[CH:6]([C:7]4[CH:8]=[CH:9][C:10]([CH3:13])=[CH:11][CH:12]=4)[C:5]=3[C:14]=1[CH3:21])[CH2:35]2. The yield is 0.160. (2) The reactants are [CH2:1]([C:3]1[CH:8]=[CH:7][CH:6]=[CH:5][C:4]=1[N:9]([C:13]1[CH:18]=[CH:17][CH:16]=[CH:15][C:14]=1[CH2:19][CH3:20])C(=O)C)[CH3:2].[OH-].[K+].O. The catalyst is CCO. The product is [CH2:19]([C:14]1[CH:15]=[CH:16][CH:17]=[CH:18][C:13]=1[NH:9][C:4]1[CH:5]=[CH:6][CH:7]=[CH:8][C:3]=1[CH2:1][CH3:2])[CH3:20]. The yield is 0.850. (3) The reactants are N12CCCN=C1CCCCC2.Cl.[NH2:13][CH2:14][C:15]1[CH:23]=[CH:22][CH:21]=[C:20]2[C:16]=1[C:17](=[O:33])[N:18]([CH:25]1[CH2:30][CH2:29][C:28](=[O:31])[NH:27][C:26]1=[O:32])[C:19]2=[O:24].[C:34](Cl)(=[O:41])[CH2:35][CH2:36][CH2:37][CH2:38][CH2:39][CH3:40]. The catalyst is CC#N. The product is [O:32]=[C:26]1[CH:25]([N:18]2[C:17](=[O:33])[C:16]3[C:20](=[CH:21][CH:22]=[CH:23][C:15]=3[CH2:14][NH:13][C:34](=[O:41])[CH2:35][CH2:36][CH2:37][CH2:38][CH2:39][CH3:40])[C:19]2=[O:24])[CH2:30][CH2:29][C:28](=[O:31])[NH:27]1. The yield is 0.660. (4) The reactants are F[C:2]1[N:7]=[CH:6][C:5]([C@H:8]2[CH2:14][C@H:13]3[NH:15][C@@H:9]2[CH2:10][CH2:11][CH2:12]3)=[CH:4][CH:3]=1.[CH3:16][NH:17][CH3:18]. No catalyst specified. The product is [C@H:13]12[NH:15][C@H:9]([C@H:8]([C:5]3[CH:4]=[CH:3][C:2]([N:17]([CH3:18])[CH3:16])=[N:7][CH:6]=3)[CH2:14]1)[CH2:10][CH2:11][CH2:12]2. The yield is 0.860. (5) The reactants are [Br:1][C:2]1[C:3]([NH:9][CH:10]2[CH2:15][CH2:14][O:13][CH2:12][CH2:11]2)=[N:4][C:5](Cl)=[N:6][CH:7]=1.[NH3:16].C(OCC)(=O)C. The catalyst is C(O)(C)C. The product is [Br:1][C:2]1[C:3]([NH:9][CH:10]2[CH2:15][CH2:14][O:13][CH2:12][CH2:11]2)=[N:4][C:5]([NH2:16])=[N:6][CH:7]=1. The yield is 0.770. (6) The reactants are [Cl:1][C:2]1[CH:3]=[CH:4][C:5]([OH:25])=[C:6]([CH:24]=1)[C:7]([NH:9][C:10]1[CH:15]=[C:14]([C:16]([F:19])([F:18])[F:17])[CH:13]=[C:12]([C:20]([F:23])([F:22])[F:21])[CH:11]=1)=[O:8].Cl[CH2:27][O:28][C:29]([N:31]1[CH2:36][CH2:35][O:34][CH2:33][CH2:32]1)=[O:30]. No catalyst specified. The product is [Cl:1][C:2]1[CH:3]=[CH:4][C:5]([O:25][CH2:27][O:28][C:29]([N:31]2[CH2:36][CH2:35][O:34][CH2:33][CH2:32]2)=[O:30])=[C:6]([CH:24]=1)[C:7]([NH:9][C:10]1[CH:15]=[C:14]([C:16]([F:19])([F:18])[F:17])[CH:13]=[C:12]([C:20]([F:21])([F:22])[F:23])[CH:11]=1)=[O:8]. The yield is 0.615.